From a dataset of Catalyst prediction with 721,799 reactions and 888 catalyst types from USPTO. Predict which catalyst facilitates the given reaction. Reactant: Br[C:2]1[CH:3]=[CH:4][C:5]([O:8][CH3:9])=[N:6][CH:7]=1.[Li]CCCC.CN([CH:18]=[O:19])C.[NH4+].[Cl-]. Product: [CH3:9][O:8][C:5]1[CH:4]=[CH:3][C:2]([CH:18]=[O:19])=[CH:7][N:6]=1. The catalyst class is: 28.